This data is from Reaction yield outcomes from USPTO patents with 853,638 reactions. The task is: Predict the reaction yield, written as a fraction of the theoretical maximum amount of product (1.0 means a 100% yield; for example, 0.34 means a 34% yield). (1) The reactants are [NH4+].[N:2]#[C:3][S-:4].[CH3:5][O:6][C:7]1[CH:12]=[CH:11][C:10]([NH2:13])=[CH:9][CH:8]=1. The catalyst is Cl.O. The product is [CH3:5][O:6][C:7]1[CH:12]=[CH:11][C:10]([NH:13][C:3]([NH2:2])=[S:4])=[CH:9][CH:8]=1. The yield is 0.110. (2) The reactants are [S:1]1[CH:5]=[CH:4][CH:3]=[C:2]1[C:6]1[CH:14]=[C:13]([C:15](Cl)=[O:16])[C:12]([C:18]2[S:19][CH:20]=[CH:21][CH:22]=2)=[CH:11][C:7]=1[C:8](Cl)=[O:9].[Al+3].[Cl-].[Cl-].[Cl-]. The catalyst is C(Cl)Cl. The product is [S:1]1[CH:5]=[CH:4][C:3]2[C:8](=[O:9])[C:7]3[C:6]([C:2]1=2)=[CH:14][C:13]1[C:15](=[O:16])[C:22]2[CH:21]=[CH:20][S:19][C:18]=2[C:12]=1[CH:11]=3. The yield is 0.830.